This data is from Forward reaction prediction with 1.9M reactions from USPTO patents (1976-2016). The task is: Predict the product of the given reaction. Given the reactants [N:1]([C@H:4]1[C@H:9]([NH:10][C:11](=[O:13])[CH3:12])[C@@H:8]([OH:14])[C@H:7]([OH:15])[C@@H:6]([CH2:16][OH:17])[O:5]1)=[N+:2]=[N-:3].O=[C:19]1[O:25][C@H:24]([C@H:26]([CH2:28][OH:29])[OH:27])[C:22]([O-:23])=[C:20]1[OH:21].[Na+].[CH2:31](O)[CH3:32], predict the reaction product. The product is: [OH:14][C@H:8]1[C@H:7]([OH:15])[C@@H:6]([CH2:16][OH:17])[O:5][C@@H:4]([N:1]2[CH:32]=[C:31]([C@@H:19]3[C@@H:20]([OH:21])[C@@H:28]([OH:29])[C@H:26]([OH:27])[C@@H:24]([CH2:22][OH:23])[O:25]3)[N:3]=[N:2]2)[C@@H:9]1[NH:10][C:11](=[O:13])[CH3:12].